This data is from Reaction yield outcomes from USPTO patents with 853,638 reactions. The task is: Predict the reaction yield, written as a fraction of the theoretical maximum amount of product (1.0 means a 100% yield; for example, 0.34 means a 34% yield). (1) The reactants are [Br:1][C:2]1[CH:11]=[C:10]2[C:5]([CH2:6][CH2:7][NH:8][CH2:9]2)=[CH:4][CH:3]=1.C(N(CC)CC)C.[C:19](Cl)(=[O:21])[CH3:20].O. The catalyst is ClCCl. The product is [Br:1][C:2]1[CH:11]=[C:10]2[C:5]([CH2:6][CH2:7][N:8]([C:19](=[O:21])[CH3:20])[CH2:9]2)=[CH:4][CH:3]=1. The yield is 0.830. (2) The reactants are [Cl:1][C:2]1[N:10]=[CH:9][N:8]=[C:7]2[C:3]=1[N:4]=[CH:5][N:6]2[C@H:11]1[C@H:15]([OH:16])[C@H:14]([OH:17])[C@@H:13]([CH2:18][OH:19])[O:12]1.Cl[Si:21]([CH:34]([CH3:36])[CH3:35])([CH:31]([CH3:33])[CH3:32])[O:22][Si:23](Cl)([CH:27]([CH3:29])[CH3:28])[CH:24]([CH3:26])[CH3:25].O. The catalyst is N1C=CC=CC=1. The product is [Cl:1][C:2]1[N:10]=[CH:9][N:8]=[C:7]2[C:3]=1[N:4]=[CH:5][N:6]2[C@@H:11]1[O:12][C@H:13]2[C@@H:14]([O:17][Si:21]([CH:31]([CH3:33])[CH3:32])([CH:34]([CH3:36])[CH3:35])[O:22][Si:23]([CH:27]([CH3:29])[CH3:28])([CH:24]([CH3:25])[CH3:26])[O:19][CH2:18]2)[C@H:15]1[OH:16]. The yield is 0.940. (3) The reactants are [Br:1][C:2]1[CH:3]=[C:4]([CH:7]=[CH:8][CH:9]=1)[CH:5]=[O:6].CC1C=CC(S([CH2:20][N+:21]#[C-:22])(=O)=O)=CC=1.C(=O)([O-])[O-].[K+].[K+]. The catalyst is CO. The product is [Br:1][C:2]1[CH:3]=[C:4]([C:5]2[O:6][CH:22]=[N:21][CH:20]=2)[CH:7]=[CH:8][CH:9]=1. The yield is 0.930. (4) The reactants are [H-].[Na+].[Br:3][C:4]1[CH:10]=[CH:9][C:8]([N+:11]([O-:13])=[O:12])=[CH:7][C:5]=1[NH2:6].Br[CH2:15][C:16]([CH3:18])=[CH2:17].O. The catalyst is C1COCC1. The product is [Br:3][C:4]1[CH:10]=[CH:9][C:8]([N+:11]([O-:13])=[O:12])=[CH:7][C:5]=1[NH:6][CH2:17][C:16]([CH3:18])=[CH2:15]. The yield is 0.320.